Task: Predict which catalyst facilitates the given reaction.. Dataset: Catalyst prediction with 721,799 reactions and 888 catalyst types from USPTO (1) Reactant: [F:1][C:2]1[CH:3]=[C:4]([CH:9]2[C:16]3[CH:15]=[C:14]([C:17]([O:19]C)=[O:18])[NH:13][C:12]=3[CH2:11][CH2:10]2)[CH:5]=[CH:6][C:7]=1[F:8].[OH-].[Li+].O. Product: [F:1][C:2]1[CH:3]=[C:4]([CH:9]2[C:16]3[CH:15]=[C:14]([C:17]([OH:19])=[O:18])[NH:13][C:12]=3[CH2:11][CH2:10]2)[CH:5]=[CH:6][C:7]=1[F:8]. The catalyst class is: 5. (2) Reactant: [CH2:1]([C:3]1([O:35][C:36](=[O:45])[O:37][CH2:38][C:39]2[CH:44]=[CH:43][CH:42]=[CH:41][CH:40]=2)[C:8]2[CH:9]=[C:10]3[N:18]([C:19](=[O:20])[C:7]=2[CH2:6][O:5][C:4]1=[O:34])[CH2:17][C:16]1[C:15]([CH2:21][CH2:22][Si:23]([CH2:26][CH2:27][CH2:28][OH:29])([CH3:25])[CH3:24])=[C:14]2[CH:30]=[CH:31][CH:32]=[CH:33][C:13]2=[N:12][C:11]3=1)[CH3:2].[CH:46]1([C:50](Cl)=[O:51])[CH2:49][CH2:48][CH2:47]1. The catalyst class is: 119. Product: [CH2:38]([O:37][C:36]([O:35][C:3]1([CH2:1][CH3:2])[C:8]2[CH:9]=[C:10]3[N:18]([C:19](=[O:20])[C:7]=2[CH2:6][O:5][C:4]1=[O:34])[CH2:17][C:16]1[C:15]([CH2:21][CH2:22][Si:23]([CH3:25])([CH3:24])[CH2:26][CH2:27][CH2:28][O:29][C:50]([CH:46]2[CH2:49][CH2:48][CH2:47]2)=[O:51])=[C:14]2[CH:30]=[CH:31][CH:32]=[CH:33][C:13]2=[N:12][C:11]3=1)=[O:45])[C:39]1[CH:40]=[CH:41][CH:42]=[CH:43][CH:44]=1. (3) Reactant: [CH3:1][C:2]1[C:7]([NH:8][C:9]([C:11]2[CH:12]=[CH:13][C:14]3[C@:20]4([CH2:28][C:29]5[CH:34]=[CH:33][CH:32]=[CH:31][CH:30]=5)[CH2:21][CH2:22][C@@:23]([CH2:26][CH3:27])([OH:25])[CH2:24][C@@H:19]4[CH2:18][CH2:17][CH2:16][C:15]=3[CH:35]=2)=[O:10])=[CH:6][CH:5]=[CH:4][N:3]=1.[CH3:36]OC(C1C=CC2[C@]3(CC4C=CC=CC=4)CC[C@@](CC)(O)C[C@@H]3CCCC=2C=1)=O.CC1C(N)=CC=CN=1.[H-].[Na+].IC.[NH4+].[Cl-]. Product: [CH3:36][N:8]([C:7]1[C:2]([CH3:1])=[N:3][CH:4]=[CH:5][CH:6]=1)[C:9]([C:11]1[CH:12]=[CH:13][C:14]2[C@:20]3([CH2:28][C:29]4[CH:30]=[CH:31][CH:32]=[CH:33][CH:34]=4)[CH2:21][CH2:22][C@@:23]([CH2:26][CH3:27])([OH:25])[CH2:24][C@@H:19]3[CH2:18][CH2:17][CH2:16][C:15]=2[CH:35]=1)=[O:10]. The catalyst class is: 18. (4) Reactant: [F:1][C:2]([F:13])([F:12])[C:3]1[CH:8]=[CH:7][C:6]([N:9]=[C:10]=S)=[CH:5][CH:4]=1.[F:14][C:15]([F:38])([F:37])[C:16]1[NH:20][C:19]([C:21]2[CH:26]=[C:25]([O:27][C:28]3[CH:29]=[C:30]([NH2:36])[C:31]([NH:34][CH3:35])=[CH:32][CH:33]=3)[CH:24]=[CH:23][N:22]=2)=[N:18][CH:17]=1.C(N(CC)CC)C.[I-].ClC1C=CC=C[N+]=1C. Product: [CH3:35][N:34]1[C:31]2[CH:32]=[CH:33][C:28]([O:27][C:25]3[CH:24]=[CH:23][N:22]=[C:21]([C:19]4[NH:20][C:16]([C:15]([F:37])([F:14])[F:38])=[CH:17][N:18]=4)[CH:26]=3)=[CH:29][C:30]=2[N:36]=[C:10]1[NH:9][C:6]1[CH:7]=[CH:8][C:3]([C:2]([F:13])([F:12])[F:1])=[CH:4][CH:5]=1. The catalyst class is: 47. (5) Reactant: [CH2:1]([C:5]1[CH:13]=[CH:12][C:8]([C:9](Cl)=[O:10])=[CH:7][CH:6]=1)[CH2:2][CH2:3][CH3:4].[NH2:14][C:15]1[CH:23]=[CH:22][C:21]([O:24][C:25]2[CH:30]=[CH:29][C:28]([NH:31][S:32]([C:35]3[CH:40]=[CH:39][CH:38]=[CH:37][CH:36]=3)(=[O:34])=[O:33])=[C:27]([C:41]([O:43][CH3:44])=[O:42])[CH:26]=2)=[CH:20][C:16]=1[C:17]([OH:19])=[O:18]. Product: [CH2:1]([C:5]1[CH:13]=[CH:12][C:8]([C:9]([NH:14][C:15]2[CH:23]=[CH:22][C:21]([O:24][C:25]3[CH:30]=[CH:29][C:28]([NH:31][S:32]([C:35]4[CH:40]=[CH:39][CH:38]=[CH:37][CH:36]=4)(=[O:34])=[O:33])=[C:27]([C:41]([O:43][CH3:44])=[O:42])[CH:26]=3)=[CH:20][C:16]=2[C:17]([OH:19])=[O:18])=[O:10])=[CH:7][CH:6]=1)[CH2:2][CH2:3][CH3:4]. The catalyst class is: 1. (6) Reactant: C([O:8][C:9]1[C:17]2[N:16]=[C:15]([CH:18]3[CH2:20][CH2:19]3)[N:14]([CH3:21])[C:13]=2[CH:12]=[C:11]([C:22]([O:24][CH2:25][CH3:26])=[O:23])[CH:10]=1)C1C=CC=CC=1. Product: [CH:18]1([C:15]2[N:14]([CH3:21])[C:13]3[CH:12]=[C:11]([C:22]([O:24][CH2:25][CH3:26])=[O:23])[CH:10]=[C:9]([OH:8])[C:17]=3[N:16]=2)[CH2:19][CH2:20]1. The catalyst class is: 19. (7) The catalyst class is: 17. Reactant: [Cl:1][C:2]1[CH:3]=[C:4]([CH:7]=[CH:8][C:9]=1[Cl:10])[CH:5]=O.[NH2:11][OH:12].Cl. Product: [Cl:1][C:2]1[CH:3]=[C:4]([CH:7]=[CH:8][C:9]=1[Cl:10])[CH:5]=[N:11][OH:12]. (8) The catalyst class is: 1. Product: [Cl:22][C:23]1[CH:24]=[C:25]([C:33]2[O:35][N:55]=[C:38]([C:39]3[CH:47]=[C:46]4[C:42]([C:43]([CH2:48][CH2:49][C:50]([O:52][CH2:53][CH3:54])=[O:51])=[CH:44][NH:45]4)=[CH:41][CH:40]=3)[N:37]=2)[CH:26]=[N:27][C:28]=1[O:29][CH:30]([CH3:31])[CH3:32]. Reactant: CCN=C=NCCCN(C)C.C1C=CC2N(O)N=NC=2C=1.[Cl:22][C:23]1[CH:24]=[C:25]([C:33]([OH:35])=O)[CH:26]=[N:27][C:28]=1[O:29][CH:30]([CH3:32])[CH3:31].O[NH:37]/[C:38](=[N:55]\[H])/[C:39]1[CH:47]=[C:46]2[C:42]([C:43]([CH2:48][CH2:49][C:50]([O:52][CH2:53][CH3:54])=[O:51])=[CH:44][NH:45]2)=[CH:41][CH:40]=1.CCCC[N+](CCCC)(CCCC)CCCC.[F-]. (9) Reactant: C(OC(=O)[NH:7][C:8]1[CH:13]=[C:12]([CH3:14])[C:11]([C:15]([F:18])([F:17])[F:16])=[CH:10][C:9]=1[NH:19][C:20](=[O:44])[CH2:21][C:22](=O)[C:23]1[CH:28]=[CH:27][CH:26]=[C:25]([C:29]2[CH:34]=[CH:33][N:32]=[C:31]([CH2:35][O:36]C3CCCCO3)[CH:30]=2)[CH:24]=1)(C)(C)C.C(O)(C(F)(F)F)=O. Product: [OH:36][CH2:35][C:31]1[CH:30]=[C:29]([C:25]2[CH:24]=[C:23]([C:22]3[CH2:21][C:20](=[O:44])[NH:19][C:9]4[CH:10]=[C:11]([C:15]([F:16])([F:17])[F:18])[C:12]([CH3:14])=[CH:13][C:8]=4[N:7]=3)[CH:28]=[CH:27][CH:26]=2)[CH:34]=[CH:33][N:32]=1. The catalyst class is: 2. (10) Reactant: [Si]([O:8][CH2:9][C:10]1[C:11](=[O:27])[N:12]([CH3:26])[C:13](=[O:25])[N:14]([C:16]([NH:18][CH2:19][CH2:20][CH2:21][CH2:22][CH2:23][CH3:24])=[O:17])[CH:15]=1)(C(C)(C)C)(C)C.CC(O)=O.C1COCC1.O. Product: [CH2:19]([NH:18][C:16]([N:14]1[CH:15]=[C:10]([CH2:9][OH:8])[C:11](=[O:27])[N:12]([CH3:26])[C:13]1=[O:25])=[O:17])[CH2:20][CH2:21][CH2:22][CH2:23][CH3:24]. The catalyst class is: 6.